This data is from Forward reaction prediction with 1.9M reactions from USPTO patents (1976-2016). The task is: Predict the product of the given reaction. Given the reactants [Cl:1][C:2]1[C:10]2[N:9]=[C:8]3[N:11]([C:15]4[C:16]([CH3:24])=[N:17][C:18]([O:22][CH3:23])=[N:19][C:20]=4[CH3:21])[CH2:12][CH2:13][CH2:14][N:7]3[C:6]=2[C:5]([CH2:25][OH:26])=[CH:4][CH:3]=1, predict the reaction product. The product is: [Cl:1][C:2]1[CH:3]=[CH:4][C:5]([CH:25]=[O:26])=[C:6]2[C:10]=1[N:9]=[C:8]1[N:11]([C:15]3[C:16]([CH3:24])=[N:17][C:18]([O:22][CH3:23])=[N:19][C:20]=3[CH3:21])[CH2:12][CH2:13][CH2:14][N:7]21.